Task: Predict the product of the given reaction.. Dataset: Forward reaction prediction with 1.9M reactions from USPTO patents (1976-2016) (1) Given the reactants C(OC([N:8]1[CH2:13][CH2:12][CH:11]([O:14][C:15]2[CH:20]=[CH:19][C:18]([C:21]3[S:25][C:24]4=[N:26][CH:27]=[C:28]([C:29]5[CH:30]=[N:31][C:32]([NH2:39])=[C:33]([C:35]([F:38])([F:37])[F:36])[CH:34]=5)[N:23]4[N:22]=3)=[CH:17][C:16]=2[O:40][CH3:41])[CH2:10][CH2:9]1)=O)(C)(C)C.[ClH:42].O1CCOCC1, predict the reaction product. The product is: [CH3:41][O:40][C:16]1[CH:17]=[C:18]([C:21]2[S:25][C:24]3=[N:26][CH:27]=[C:28]([C:29]4[CH:34]=[C:33]([C:35]([F:37])([F:36])[F:38])[C:32]([NH2:39])=[N:31][CH:30]=4)[N:23]3[N:22]=2)[CH:19]=[CH:20][C:15]=1[O:14][CH:11]1[CH2:10][CH2:9][NH:8][CH2:13][CH2:12]1.[ClH:42]. (2) Given the reactants [CH2:1]([N:8]1[CH2:14][C:13]2[N:15]=[CH:16][C:17](Cl)=[N:18][C:12]=2[O:11][CH2:10][CH2:9]1)[C:2]1[CH:7]=[CH:6][CH:5]=[CH:4][CH:3]=1.[NH:20]1[CH2:25][CH2:24][O:23][CH2:22][CH2:21]1.CC(C1C=C(C(C)C)C(C2C=CC=CC=2P(C2CCCCC2)C2CCCCC2)=C(C(C)C)C=1)C.CC(C)([O-])C.[Na+], predict the reaction product. The product is: [CH2:1]([N:8]1[CH2:14][C:13]2[N:15]=[CH:16][C:17]([N:20]3[CH2:25][CH2:24][O:23][CH2:22][CH2:21]3)=[N:18][C:12]=2[O:11][CH2:10][CH2:9]1)[C:2]1[CH:7]=[CH:6][CH:5]=[CH:4][CH:3]=1. (3) Given the reactants [C:1]([C:3]1[CH:8]=[CH:7][CH:6]=[CH:5][N:4]=1)#[N:2].[CH3:9][C:10]1[CH:16]=[CH:15][C:13]([NH2:14])=[CH:12][CH:11]=1, predict the reaction product. The product is: [CH3:9][C:10]1[CH:16]=[CH:15][C:13]([NH:14][C:1]([C:3]2[CH:8]=[CH:7][CH:6]=[CH:5][N:4]=2)=[NH:2])=[CH:12][CH:11]=1. (4) Given the reactants [Cl:1][C:2]1[CH:7]=[CH:6][CH:5]=[C:4]([Cl:8])[C:3]=1[CH2:9][S:10]([C:13]1[CH:14]=[C:15]2[C:19](=[CH:20][CH:21]=1)[NH:18][C:17](=[O:22])[CH2:16]2)(=[O:12])=[O:11].[CH3:23][C:24]1[C:28]([CH:29]2[CH2:34][CH2:33][N:32]([CH3:35])[CH2:31][CH2:30]2)=[C:27]([CH3:36])[NH:26][C:25]=1[CH:37]=O, predict the reaction product. The product is: [Cl:8][C:4]1[CH:5]=[CH:6][CH:7]=[C:2]([Cl:1])[C:3]=1[CH2:9][S:10]([C:13]1[CH:14]=[C:15]2[C:19](=[CH:20][CH:21]=1)[NH:18][C:17](=[O:22])/[C:16]/2=[CH:37]\[C:25]1[NH:26][C:27]([CH3:36])=[C:28]([CH:29]2[CH2:34][CH2:33][N:32]([CH3:35])[CH2:31][CH2:30]2)[C:24]=1[CH3:23])(=[O:12])=[O:11].